Dataset: Catalyst prediction with 721,799 reactions and 888 catalyst types from USPTO. Task: Predict which catalyst facilitates the given reaction. (1) Reactant: [Br:1][C:2]1[CH:3]=[C:4]([CH2:28][CH:29]([OH:34])[C:30]([O:32]C)=[O:31])[CH:5]=[C:6]([Br:27])[C:7]=1[O:8][C:9]1[CH:14]=[C:13](/[CH:15]=[CH:16]/[C:17]2[CH:22]=[CH:21][N:20]=[CH:19][CH:18]=2)[C:12]([OH:23])=[C:11]([CH:24]([CH3:26])[CH3:25])[CH:10]=1.[OH-].[Li+]. Product: [Br:1][C:2]1[CH:3]=[C:4]([CH2:28][CH:29]([OH:34])[C:30]([OH:32])=[O:31])[CH:5]=[C:6]([Br:27])[C:7]=1[O:8][C:9]1[CH:14]=[C:13](/[CH:15]=[CH:16]/[C:17]2[CH:18]=[CH:19][N:20]=[CH:21][CH:22]=2)[C:12]([OH:23])=[C:11]([CH:24]([CH3:25])[CH3:26])[CH:10]=1. The catalyst class is: 1. (2) Reactant: [Cl:1][C:2]1[CH:7]=[C:6]([Cl:8])[CH:5]=[CH:4][C:3]=1[C@H:9]1[C:14]([C:15]([O:17][C@H:18]([CH3:25])[C:19]([O:21][CH:22]([CH3:24])[CH3:23])=[O:20])=[O:16])=[C:13]([CH3:26])[NH:12][C:11]([C:27]2[S:28][CH:29]=[CH:30][N:31]=2)=[N:10]1.C1C(=O)N([Br:39])C(=O)C1. Product: [Cl:1][C:2]1[CH:7]=[C:6]([Cl:8])[CH:5]=[CH:4][C:3]=1[C@H:9]1[C:14]([C:15]([O:17][C@H:18]([CH3:25])[C:19]([O:21][CH:22]([CH3:24])[CH3:23])=[O:20])=[O:16])=[C:13]([CH2:26][Br:39])[NH:12][C:11]([C:27]2[S:28][CH:29]=[CH:30][N:31]=2)=[N:10]1. The catalyst class is: 717. (3) Reactant: C[O:2][C:3]([C@@H:5]1[CH2:9][C@@H:8]([OH:10])[CH2:7][N:6]1[C:11](=[O:28])[C@@H:12]([NH:20][C:21]([O:23][C:24]([CH3:27])([CH3:26])[CH3:25])=[O:22])[CH2:13][CH2:14][CH2:15][CH2:16][CH2:17][CH:18]=[CH2:19])=[O:4].CO.O.[OH-].[Li+]. Product: [C:24]([O:23][C:21]([NH:20][C@@H:12]([CH2:13][CH2:14][CH2:15][CH2:16][CH2:17][CH:18]=[CH2:19])[C:11]([N:6]1[CH2:7][C@H:8]([OH:10])[CH2:9][C@H:5]1[C:3]([OH:4])=[O:2])=[O:28])=[O:22])([CH3:27])([CH3:26])[CH3:25]. The catalyst class is: 1. (4) Reactant: [NH2:1][C:2]1[CH:3]=[N:4][CH:5]=[CH:6][C:7]=1[O:8]C.[Br:10][C:11]1[CH:12]=[C:13]([S:18](Cl)(=[O:20])=[O:19])[CH:14]=[N:15][C:16]=1[Cl:17].Cl.CO. Product: [Br:10][C:11]1[CH:12]=[C:13]([S:18]([NH:1][C:2]2[CH:3]=[N:4][CH:5]=[CH:6][C:7]=2[OH:8])(=[O:20])=[O:19])[CH:14]=[N:15][C:16]=1[Cl:17]. The catalyst class is: 14. (5) Reactant: [C:1]([C:5]1[CH:14]=[C:13]2[C:8]([C:9]([N:16]3[CH2:21][CH2:20][N:19]([C:22]([O:24][CH2:25][CH3:26])=[O:23])[CH2:18][CH2:17]3)=[N:10][C:11](Cl)=[N:12]2)=[CH:7][CH:6]=1)([CH3:4])([CH3:3])[CH3:2].[NH2:27][C:28]1[CH:33]=[CH:32][CH:31]=[CH:30][CH:29]=1.O. Product: [C:1]([C:5]1[CH:14]=[C:13]2[C:8]([C:9]([N:16]3[CH2:21][CH2:20][N:19]([C:22]([O:24][CH2:25][CH3:26])=[O:23])[CH2:18][CH2:17]3)=[N:10][C:11]([NH:27][C:28]3[CH:33]=[CH:32][CH:31]=[CH:30][CH:29]=3)=[N:12]2)=[CH:7][CH:6]=1)([CH3:4])([CH3:3])[CH3:2]. The catalyst class is: 37. (6) Reactant: [NH2:1][C:2]1[N:6]([CH3:7])[C:5]([CH2:8][CH2:9][CH3:10])=[N:4][C:3]=1[C:11]#N.[C:13]1([CH3:21])[CH:18]=[CH:17][C:16]([Mg]Br)=[CH:15][CH:14]=1.Cl.[OH-:23].[Na+]. Product: [NH2:1][C:2]1[N:6]([CH3:7])[C:5]([CH2:8][CH2:9][CH3:10])=[N:4][C:3]=1[C:11]([C:16]1[CH:17]=[CH:18][C:13]([CH3:21])=[CH:14][CH:15]=1)=[O:23]. The catalyst class is: 7. (7) Reactant: [CH:1]([CH:4]1[O:17][CH2:16][C:15]2[C:14]3[C:9](=[CH:10][CH:11]=[C:12]([N+:18]([O-])=O)[CH:13]=3)[C:8](=[O:21])[NH:7][C:6]=2[CH2:5]1)([CH3:3])[CH3:2].[Cl-].[NH4+]. Product: [NH2:18][C:12]1[CH:13]=[C:14]2[C:9](=[CH:10][CH:11]=1)[C:8](=[O:21])[NH:7][C:6]1[CH2:5][CH:4]([CH:1]([CH3:3])[CH3:2])[O:17][CH2:16][C:15]2=1. The catalyst class is: 190.